The task is: Regression. Given a target protein amino acid sequence and a drug SMILES string, predict the binding affinity score between them. We predict pKi (pKi = -log10(Ki in M); higher means stronger inhibition). Dataset: bindingdb_ki.. This data is from Drug-target binding data from BindingDB using Ki measurements. (1) The compound is O=C(O)[C@H]1N[C@@H]1C(=O)O. The target protein sequence is MSNNIRIEEDRLGTREVGADAYYGVHTLRAIENFYISNNKISDIPEFVRGMVMVKKAAAMANKELQTNPKSVANAIIPACDEDLNNGKCMDQFPVDVYQGGARTSVNMNTNEVLANIGLELMGHQKAEYQYLNPNDHVNKCQSTNDAHPTGFRIAVYSSMIKLVDAINQLREGFERKAVELQDILKMGRTQPQDAVPMTLGQEFRTFSILLKEEVKNIQRTAELLLEVNLGATAIGTGPNTPKEYRPLAVKKLAEVTGFPCVPAEHLIEATSDCGAYVMVHGALKRLAVKMSKICNDLRLLSSGPRAGLNEINLPELQAGSSIMPAKVNPVVPEVVNQVCNKVIGNDTTVTMAAEAGQLQLNVMEPVTGQAMFESVHILTNACYNLLVKCINGITANKEVCEGYVYNTIGIVTYLNPFIGHHNGDIAGKICAETGKSVREVLERGLLYEAELDDIFSVQNLMHPAYKAKRYTDESEQ. The pKi is 4.3. (2) The small molecule is Cc1ccc(C(=O)N[C@@H](C)C(=O)N[C@@H](Cc2cccc(Cl)c2)C(N)=O)c([N+](=O)[O-])c1O. The target protein (P00898) has sequence MQTPKPTLELLTCDAAYRENPTALFHQVCGDRPATLLLESADIDSKDDLKSLLLVDSALRITALGDTVTIQALSDNGASLLPLLDTALPAGVENDVLPAGRVLRFPPVSPLLDEDARLCSLSVFDAFRLLQGVVNIPTQEREAMFFGGLFAYDLVAGFEALPHLEAGNNCPDYCFYLAETLMVIDHQKKSTRIQASLFTASDREKQRLNARLAYLSQQLTQPAPPLPVTPVPDMRCECNQSDDAFGAVVRQLQKAIRAGEIFQVVPSRRFSLPCPSPLAAYYVLKKSNPSPYMFFMQDNDFTLFGASPESSLKYDAASRQIEIYPIAGTRPRGRRADGTLDRDLDSRIELDMRTDHKELSEHLMLVDLARNDLARICTPGSRYVADLTKVDRYSYVMHLVSRVVGELRHDLDALHAYRACMNMGTLSGAPKVRAMQLIADAEGQRRGSYGGAVGYFTAHGDLDTCIVIRSALVENGIATVQAGAGIVLDSVPQSEADETR.... The pKi is 3.7. (3) The drug is COc1ccccc1N1CCN(CCCCn2ncc(=O)n(C)c2=O)CC1. The target protein (Q17QM9) has sequence MGDLPGLVRLSIALRIQPNDGPVFYKVDGQRFGQNRTIKLLTGSSYKVEVKIKPTTLQVENISIGGVVVPLELKSKEPDGDRIVYTGTYDTEGVAPTKSGERQPIQITMPFTDIGTFETMWQVKFYNYHKRDHCQWGSPFSVIEYECKPNETRSLMWVNKESFL. The pKi is 5.0. (4) The drug is CCCC/N=C1/SCC2[C@H](O)[C@H](O)C(O)[C@@H](O)N12. The target protein sequence is LRNATQRMFEIDYSRDSFLKDGQPFRYTSGSIHYSRVPRFYWKDRLLKMKMAGLNAIQTYVPWNFHEPWPGQYQFSEDHDVEYFLRLAHELGLLVILRPGPYICAEWEMGGLPAWLLEKESILLRSSDPDYLAAVDKWLGVLLPKMKPLLYQNGGPVITVQVENEYGSYFACDFDYLRFLQKRFRHHLGDDVVLFTTDGAHKTFLKCGALQGLYTTVDFGTGSNITDAFLSQRKCEPKGPLINSEFYTGWLDHWGQPHSTIKTEAVASSLYDILARGASVNLYMFIGGTNFAYWNGANSPYAAQPTSYDYDAPLSEAGDLTEKYFALRNIIQKFEKVPEGPIPPSTPKFAYGKVTLEKLKTVGAALDILCPSGPIKSLYPLTFIQVKQHYGFVLYRTTLPQDCSNPAPLSSPLNGVHDRAYVAVDGIPQGVLERNNVITLNITGKAGATLDLLVENMGRVNYGAYINDFKGLVSNLTLSSNILTDWTIFPLDTEDAVRSH.... The pKi is 3.5. (5) The small molecule is O=c1[nH][nH]c(=O)c2[nH]cnc12. The target protein (P28720) has sequence MVEATAQETDRPRFSFSIAAREGKARTGTIEMKRGVIRTPAFMPVGTAATVKALKPETVRATGADIILGNTYHLMLRPGAERIAKLGGLHSFMGWDRPILTDSGGYQVMSLSSLTKQSEEGVTFKSHLDGSRHMLSPERSIEIQHLLGSDIVMAFDECTPYPATPSRAASSMERSMRWAKRSRDAFDSRKEQAENAALFGIQQGSVFENLRQQSADALAEIGFDGYAVGGLAVGEGQDEMFRVLDFSVPMLPDDKPHYLMGVGKPDDIVGAVERGIDMFDCVLPTRSGRNGQAFTWDGPINIRNARFSEDLTPLDSECHCAVCQKWSRAYIHHLIRAGEILGAMLMTEHNIAFYQQLMQKIRDSISEGRFSQFAQDFRARYFARNS. The pKi is 3.7. (6) The small molecule is CSCC[C@@H](NC(=O)[C@@H](N)Cc1ccc(O)cc1)C(=O)NCC(=O)N[C@@H](Cc1ccccc1)C(=O)N1C[C@@H](O[C@@H]2O[C@H](CO)[C@@H](O[C@H]3O[C@@H](CO)[C@H](O)[C@@H](O)[C@@H]3O)[C@H](O)[C@H]2O)C[C@H]1C(N)=O. The target protein sequence is MEPPTVTVSDFSERYPLFLHNSSFLEEPAGLLSNWSGGSSELKAVRGSSAVAIAVSITALYSVICVVGLVGNVLVMYGVVRYTKMKTATNIYIFNLALADALATSTLPFQSAKYLMGTWPFGELLCKVVIAIDYYNMFTSIFTLTMMSVDRYIAVCHPVRALDFRTPVKAKIINICVWILSSAVGFPVMVMAVTKELDSGKTICMLKFPDPEWYWDTVTKICVFIFAFVFPVLVITVCYGLMILRLKSVRLLSGSKEKDRNLRRITRMVLVVVAAFIICWTPIHIFIIVKTVVEIDQKNLLVVACWHLCIALGYMNSSLNPVLYAFLDENFKRCFREFCLPFRTRIEQNSFSKARSVIREPISVCAKSESIKQPT. The pKi is 6.3. (7) The drug is CCC(=N)P(=O)(O)O. The target protein (P0A6B4) has sequence MQAATVVINRRALRHNLQRLRELAPASKMVAVVKANAYGHGLLETARTLPDADAFGVARLEEALRLRAGGITKPVLLLEGFFDARDLPTISAQHFHTAVHNEEQLAALEEASLDEPVTVWMKLDTGMHRLGVRPEQAEAFYHRLTQCKNVRQPVNIVSHFARADEPKCGATEKQLAIFNTFCEGKPGQRSIAASGGILLWPQSHFDWVRPGIILYGVSPLEDRSTGADFGCQPVMSLTSSLIAVREHKAGEPVGYGGTWVSERDTRLGVVAMGYGDGYPRAAPSGTPVLVNGREVPIVGRVAMDMICVDLGPQAQDKAGDPVILWGEGLPVERIAEMTKVSAYELITRLTSRVAMKYVD. The pKi is 2.1. (8) The drug is O=C(O)CCCC/C=C\C[C@H]1[C@@H](O)CO[C@@H]1/C=C/[C@@H](O)COc1cccc(C(F)(F)F)c1. The target protein (P37289) has sequence MSTNSSIQPVSPESELLSNTTCQLEEDLSISFSIIFMTVGILSNSLAIAILMKAYQRFRQKYKSSFLLLASALVITDFFGHLINGTIAVFVYASDKDWIYFDKSNILCSIFGICMVFSGLCPLFLGSLMAIERCIGVTKPIFHSTKITTKHVKMMLSGVCFFAVFVALLPILGHRDYKIQASRTWCFYKTDEIKDWEDRFYLLLFAFLGLLALGISFVCNAITGISLLKVKFRSQQHRQGRSHHFEMVIQLLGIMCVSCICWSPFLVTMASIGMNIQDFKDSCERTLFTLRMATWNQILDPWVYILLRKAVLRNLYVCTRRCCGVHVISLHVWELSSIKDSLKVAAISDLPVTEKVTQQTST. The pKi is 5.5. (9) The drug is COc1ccccc1N1CCN(CCCCn2ncc(=O)n(C)c2=O)CC1. The target protein (P51143) has sequence MLLARMNPQVQPENGGAGPGSEQPPRKRKEVLVVKERNGVQCLLASRDGDEQPRETWGKKIDFLLSVVGFAVDLANVWRFPYLCYKNGGGAFLIPYTLFLIIAGMPLFYMELALGQYNREGAATVWKICPFFKGVGYAVILIALYVGFYYNVIIAWSLYYLFSSFTPTLPWTDCGHAWNSPNCTDPKLLNSSVLGNHTKYSKYKFTPAAEFYERGVLHLHESSGIHDIGLPQWQLLLCLIIVVIVLFFSLWKGVKTSGKVVWITATLPYLVLFVLLVHGITLPGASNGINAYLHIDFYRLKEATVWIDAATQIFFSLGAGFGVLIAFASYNKFDNNCYRDALLTSTINCVTSFISGFAIFSILGYMAHEHKVNIEDVATEGAGLVFILYPEAISTLSGSTFWAIVFFIMLLALGIDSSMGGMEAVITGLADDFQVLKRHRKLFTFAVSFGTFLLALFCITKGGIYVLTLLDTFAAGTSILFAVLMEAIGVSWFYGVDRFS.... The pKi is 5.0.